The task is: Regression. Given a peptide amino acid sequence and an MHC pseudo amino acid sequence, predict their binding affinity value. This is MHC class I binding data.. This data is from Peptide-MHC class I binding affinity with 185,985 pairs from IEDB/IMGT. (1) The peptide sequence is NRTRHCQPE. The MHC is Mamu-B03 with pseudo-sequence Mamu-B03. The binding affinity (normalized) is 0. (2) The peptide sequence is LVSTQEFRY. The MHC is HLA-A23:01 with pseudo-sequence HLA-A23:01. The binding affinity (normalized) is 0.141. (3) The peptide sequence is VSIRGSHHK. The MHC is HLA-A01:01 with pseudo-sequence HLA-A01:01. The binding affinity (normalized) is 0.0847. (4) The peptide sequence is RQFRTAFEF. The MHC is Mamu-B52 with pseudo-sequence Mamu-B52. The binding affinity (normalized) is 0.759. (5) The peptide sequence is WPISAILWF. The MHC is HLA-A26:01 with pseudo-sequence HLA-A26:01. The binding affinity (normalized) is 0.0847. (6) The peptide sequence is DMQKFTILEY. The MHC is HLA-A31:01 with pseudo-sequence HLA-A31:01. The binding affinity (normalized) is 0. (7) The peptide sequence is LVSAGIRKV. The MHC is HLA-B40:01 with pseudo-sequence HLA-B40:01. The binding affinity (normalized) is 0.0852.